From a dataset of Forward reaction prediction with 1.9M reactions from USPTO patents (1976-2016). Predict the product of the given reaction. (1) Given the reactants [C:1]1(=[O:7])[O:6][C:4](=[O:5])[CH2:3][CH2:2]1.[NH2:8][C:9]([CH3:30])([CH3:29])[CH2:10][N:11]1[C:23]2[C:22]3[CH:21]=[CH:20][CH:19]=[CH:18][C:17]=3[N:16]=[C:15]([NH2:24])[C:14]=2[N:13]=[C:12]1[CH2:25][O:26][CH2:27][CH3:28].ClCCl, predict the reaction product. The product is: [O:5]=[C:4]1[CH2:3][CH2:2][C:1](=[O:6])[N:24]1[C:15]1[C:14]2[N:13]=[C:12]([CH2:25][O:26][CH2:27][CH3:28])[N:11]([CH2:10][C:9]([NH:8][C:4](=[O:5])[CH2:3][CH2:2][C:1]([OH:6])=[O:7])([CH3:29])[CH3:30])[C:23]=2[C:22]2[CH:21]=[CH:20][CH:19]=[CH:18][C:17]=2[N:16]=1. (2) Given the reactants C([N:4]([CH:7](C)C)[CH2:5][CH3:6])(C)C.[CH2:10]([O:12][C:13]([C:15]1([NH:20][C:21]([CH:23]2[CH2:27][CH:26]([OH:28])[CH2:25][CH:24]2[C:29]([OH:31])=O)=[O:22])[CH2:17][CH:16]1[CH:18]=[CH2:19])=[O:14])[CH3:11].CN(C=O)C.CN(C(ON1N=N[C:47]2[CH:48]=[CH:49]C=N[C:46]1=2)=[N+](C)C)C.F[P-](F)(F)(F)(F)F.CCN(C(C)C)C(C)C, predict the reaction product. The product is: [CH2:10]([O:12][C:13]([C:15]1([NH:20][C:21]([CH:23]2[CH2:27][CH:26]([OH:28])[CH2:25][CH:24]2[C:29](=[O:31])[N:4]([CH2:5][CH2:6][CH2:49][CH2:48][CH:47]=[CH2:46])[CH3:7])=[O:22])[CH2:17][CH:16]1[CH:18]=[CH2:19])=[O:14])[CH3:11]. (3) Given the reactants C(=O)=O.CO.[OH:6][CH:7]([CH2:21][OH:22])[CH2:8][CH2:9][NH:10][C:11](=[O:20])[O:12][CH2:13][C:14]1[CH:19]=[CH:18][CH:17]=[CH:16][CH:15]=1, predict the reaction product. The product is: [OH:6][C@H:7]([CH2:21][OH:22])[CH2:8][CH2:9][NH:10][C:11](=[O:20])[O:12][CH2:13][C:14]1[CH:19]=[CH:18][CH:17]=[CH:16][CH:15]=1.